This data is from Peptide-MHC class I binding affinity with 185,985 pairs from IEDB/IMGT. The task is: Regression. Given a peptide amino acid sequence and an MHC pseudo amino acid sequence, predict their binding affinity value. This is MHC class I binding data. (1) The peptide sequence is LDERLKAM. The MHC is H-2-Kd with pseudo-sequence H-2-Kd. The binding affinity (normalized) is 0.136. (2) The peptide sequence is AVRNAKAAV. The MHC is HLA-B58:01 with pseudo-sequence HLA-B58:01. The binding affinity (normalized) is 0.0847. (3) The peptide sequence is PYLFWLAAI. The MHC is HLA-A11:01 with pseudo-sequence HLA-A11:01. The binding affinity (normalized) is 0. (4) The peptide sequence is VVLQQHSIA. The MHC is HLA-A02:02 with pseudo-sequence HLA-A02:02. The binding affinity (normalized) is 0. (5) The peptide sequence is GIIITVGMLI. The MHC is HLA-A02:03 with pseudo-sequence HLA-A02:03. The binding affinity (normalized) is 0.409. (6) The peptide sequence is AEQASQEVKNW. The MHC is HLA-B57:01 with pseudo-sequence HLA-B57:01. The binding affinity (normalized) is 0.106. (7) The peptide sequence is SQQYPATFHL. The MHC is HLA-A02:01 with pseudo-sequence HLA-A02:01. The binding affinity (normalized) is 0.0750. (8) The peptide sequence is IPISGRITA. The MHC is HLA-B58:01 with pseudo-sequence YYATYGENMASTYENIAYIRYDSYTWAVLAYLWY. The binding affinity (normalized) is 0.0847. (9) The peptide sequence is FKTESGFEW. The MHC is HLA-B15:17 with pseudo-sequence HLA-B15:17. The binding affinity (normalized) is 0.231. (10) The peptide sequence is YIYGIPLSL. The MHC is HLA-A02:03 with pseudo-sequence HLA-A02:03. The binding affinity (normalized) is 0.502.